This data is from Forward reaction prediction with 1.9M reactions from USPTO patents (1976-2016). The task is: Predict the product of the given reaction. (1) The product is: [Cl:6][C:7]1[CH:8]=[C:9]([NH:21][C:22]2[C:31]3[C:26](=[CH:27][CH:28]=[CH:29][C:30]=3[O:32][CH2:33][CH2:34][N:35]([CH:36]3[CH2:39][CH2:38][CH2:37]3)[C:1](=[O:5])[CH2:2][OH:3])[N:25]=[CH:24][N:23]=2)[CH:10]=[CH:11][C:12]=1[O:13][CH2:14][C:15]1[CH:20]=[CH:19][CH:18]=[CH:17][N:16]=1. Given the reactants [C:1]([OH:5])(=O)[CH2:2][OH:3].[Cl:6][C:7]1[CH:8]=[C:9]([NH:21][C:22]2[C:31]3[C:26](=[CH:27][CH:28]=[CH:29][C:30]=3[O:32][CH2:33][CH2:34][NH:35][CH:36]3[CH2:39][CH2:38][CH2:37]3)[N:25]=[CH:24][N:23]=2)[CH:10]=[CH:11][C:12]=1[O:13][CH2:14][C:15]1[CH:20]=[CH:19][CH:18]=[CH:17][N:16]=1, predict the reaction product. (2) Given the reactants [O:1]1[CH:5]=[CH:4][CH:3]=[C:2]1[C:6]1[NH:14][C:13]2[C:12](=O)[NH:11][CH:10]=[N:9][C:8]=2[CH:7]=1.P(Cl)(Cl)([Cl:18])=O, predict the reaction product. The product is: [Cl:18][C:12]1[C:13]2[NH:14][C:6]([C:2]3[O:1][CH:5]=[CH:4][CH:3]=3)=[CH:7][C:8]=2[N:9]=[CH:10][N:11]=1. (3) Given the reactants C(OC([N:8]1[CH2:13][CH2:12][C:11]([C:23]#[N:24])([CH2:14][O:15][C:16]2[CH:21]=[CH:20][CH:19]=[CH:18][C:17]=2[CH3:22])[CH2:10][CH2:9]1)=O)(C)(C)C.[ClH:25].C(OCC)(=O)C, predict the reaction product. The product is: [ClH:25].[C:23]([C:11]1([CH2:14][O:15][C:16]2[CH:21]=[CH:20][CH:19]=[CH:18][C:17]=2[CH3:22])[CH2:12][CH2:13][NH:8][CH2:9][CH2:10]1)#[N:24]. (4) Given the reactants Cl.[Cl:2][CH2:3][CH2:4][NH2:5].C(N(CC)CC)C.[Br:13][C:14]1[CH:15]=[CH:16][C:17]([O:24][CH3:25])=[C:18]([S:20](Cl)(=[O:22])=[O:21])[CH:19]=1, predict the reaction product. The product is: [Br:13][C:14]1[CH:15]=[CH:16][C:17]([O:24][CH3:25])=[C:18]([S:20]([NH:5][CH2:4][CH2:3][Cl:2])(=[O:21])=[O:22])[CH:19]=1. (5) Given the reactants Cl[C:2]1[N:7]=[C:6]2[N:8]([CH:11]3[CH2:16][CH2:15][O:14][CH2:13][CH2:12]3)[N:9]=[CH:10][C:5]2=[C:4]([NH:17][C:18]2[CH:22]=[C:21]([CH3:23])[NH:20][N:19]=2)[N:3]=1.C1OCCOCCOCCOCCOC1.[F:39][C:40]1[CH:45]=[CH:44][C:43]([S:46]([O-:48])=[O:47])=[CH:42][CH:41]=1.[Na+], predict the reaction product. The product is: [F:39][C:40]1[CH:45]=[CH:44][C:43]([S:46]([C:2]2[N:7]=[C:6]3[N:8]([CH:11]4[CH2:16][CH2:15][O:14][CH2:13][CH2:12]4)[N:9]=[CH:10][C:5]3=[C:4]([NH:17][C:18]3[CH:22]=[C:21]([CH3:23])[NH:20][N:19]=3)[N:3]=2)(=[O:48])=[O:47])=[CH:42][CH:41]=1. (6) Given the reactants [C:1]([C:5]1[N:6]=[C:7]([N:23]2[CH2:27][CH2:26][C:25]([F:29])([F:28])[CH2:24]2)[C:8]2[N:13]=[N:12][N:11](CC3C=CC(OC)=CC=3)[C:9]=2[N:10]=1)([CH3:4])([CH3:3])[CH3:2].C(O)(C(F)(F)F)=O, predict the reaction product. The product is: [C:1]([C:5]1[N:6]=[C:7]([N:23]2[CH2:27][CH2:26][C:25]([F:28])([F:29])[CH2:24]2)[C:8]2[N:13]=[N:12][NH:11][C:9]=2[N:10]=1)([CH3:4])([CH3:2])[CH3:3]. (7) Given the reactants [NH2:1][C:2]1[CH:7]=[C:6]([O:8][CH3:9])[C:5]([CH3:10])=[CH:4][C:3]=1[OH:11].C1N=CN([C:17](N2C=NC=C2)=[O:18])C=1, predict the reaction product. The product is: [CH3:10][C:5]1[C:6]([O:8][CH3:9])=[CH:7][C:2]2[NH:1][C:17](=[O:18])[O:11][C:3]=2[CH:4]=1. (8) Given the reactants [F:1][C:2]1[CH:3]=[C:4]([CH:34]=[CH:35][C:36]=1[OH:37])[C:5]([CH2:7][NH:8][C:9]1[CH:14]=[C:13]([O:15][CH3:16])[CH:12]=[CH:11][C:10]=1[CH:17]1[CH2:26][CH2:25][C:24]2[CH:23]=[C:22]([O:27]C(=O)C(C)(C)C)[CH:21]=[CH:20][C:19]=2[CH2:18]1)=O.Br[CH2:39][C:40]([N:42]1[C:47]([CH3:49])([CH3:48])[CH2:46][CH2:45][CH2:44][C:43]1([CH3:51])[CH3:50])=O, predict the reaction product. The product is: [F:1][C:2]1[CH:3]=[C:4]([CH:34]=[CH:35][C:36]=1[O:37][CH2:39][CH2:40][N:42]1[C:47]([CH3:49])([CH3:48])[CH2:46][CH2:45][CH2:44][C:43]1([CH3:51])[CH3:50])[CH2:5][CH2:7][NH:8][C:9]1[CH:14]=[C:13]([O:15][CH3:16])[CH:12]=[CH:11][C:10]=1[CH:17]1[CH2:26][CH2:25][C:24]2[CH:23]=[C:22]([OH:27])[CH:21]=[CH:20][C:19]=2[CH2:18]1.